From a dataset of NCI-60 drug combinations with 297,098 pairs across 59 cell lines. Regression. Given two drug SMILES strings and cell line genomic features, predict the synergy score measuring deviation from expected non-interaction effect. (1) Drug 1: CCC1=CC2CC(C3=C(CN(C2)C1)C4=CC=CC=C4N3)(C5=C(C=C6C(=C5)C78CCN9C7C(C=CC9)(C(C(C8N6C)(C(=O)OC)O)OC(=O)C)CC)OC)C(=O)OC.C(C(C(=O)O)O)(C(=O)O)O. Drug 2: C1CCC(C(C1)N)N.C(=O)(C(=O)[O-])[O-].[Pt+4]. Cell line: NCI-H522. Synergy scores: CSS=61.1, Synergy_ZIP=1.06, Synergy_Bliss=1.85, Synergy_Loewe=-5.58, Synergy_HSA=4.85. (2) Drug 1: COC1=NC(=NC2=C1N=CN2C3C(C(C(O3)CO)O)O)N. Drug 2: CC1=C2C(C(=O)C3(C(CC4C(C3C(C(C2(C)C)(CC1OC(=O)C(C(C5=CC=CC=C5)NC(=O)OC(C)(C)C)O)O)OC(=O)C6=CC=CC=C6)(CO4)OC(=O)C)O)C)O. Cell line: SW-620. Synergy scores: CSS=4.04, Synergy_ZIP=-1.11, Synergy_Bliss=-0.173, Synergy_Loewe=0.637, Synergy_HSA=0.336. (3) Drug 1: CC1=C2C(C(=O)C3(C(CC4C(C3C(C(C2(C)C)(CC1OC(=O)C(C(C5=CC=CC=C5)NC(=O)OC(C)(C)C)O)O)OC(=O)C6=CC=CC=C6)(CO4)OC(=O)C)O)C)O. Drug 2: CC1CCCC2(C(O2)CC(NC(=O)CC(C(C(=O)C(C1O)C)(C)C)O)C(=CC3=CSC(=N3)C)C)C. Cell line: HCT116. Synergy scores: CSS=59.7, Synergy_ZIP=-0.215, Synergy_Bliss=-1.28, Synergy_Loewe=-11.1, Synergy_HSA=0.379. (4) Drug 1: CC1=C(C(=O)C2=C(C1=O)N3CC4C(C3(C2COC(=O)N)OC)N4)N. Drug 2: C1CC(C1)(C2=CC=C(C=C2)C3=C(C=C4C(=N3)C=CN5C4=NNC5=O)C6=CC=CC=C6)N. Cell line: UACC62. Synergy scores: CSS=51.0, Synergy_ZIP=-1.01, Synergy_Bliss=-0.785, Synergy_Loewe=6.28, Synergy_HSA=8.79. (5) Drug 1: CC1=C(C(CCC1)(C)C)C=CC(=CC=CC(=CC(=O)O)C)C. Drug 2: N.N.Cl[Pt+2]Cl. Cell line: NCI-H460. Synergy scores: CSS=47.9, Synergy_ZIP=-0.700, Synergy_Bliss=-0.0599, Synergy_Loewe=-13.6, Synergy_HSA=2.35.